From a dataset of Catalyst prediction with 721,799 reactions and 888 catalyst types from USPTO. Predict which catalyst facilitates the given reaction. Reactant: [Br:1][C:2]1[CH:3]=[C:4]([N:8]2[C:12]3=[N:13][CH:14]=[C:15](I)[CH:16]=[C:11]3[C:10]([C:18]([O:20][CH3:21])=[O:19])=[N:9]2)[CH:5]=[CH:6][CH:7]=1.[CH3:22][N:23]1[CH:27]=[CH:26][C:25](B2OC(C)(C)C(C)(C)O2)=[N:24]1.[Cl-].[Li+].C(=O)([O-])[O-].[Na+].[Na+]. Product: [Br:1][C:2]1[CH:3]=[C:4]([N:8]2[C:12]3=[N:13][CH:14]=[C:15]([C:25]4[CH:26]=[CH:27][N:23]([CH3:22])[N:24]=4)[CH:16]=[C:11]3[C:10]([C:18]([O:20][CH3:21])=[O:19])=[N:9]2)[CH:5]=[CH:6][CH:7]=1. The catalyst class is: 149.